Dataset: Full USPTO retrosynthesis dataset with 1.9M reactions from patents (1976-2016). Task: Predict the reactants needed to synthesize the given product. (1) Given the product [CH2:1]([O:5][CH2:6][CH2:7][O:8][C:9]1[CH:10]=[CH:11][C:12]([C:15]2[CH:20]=[CH:19][C:18]([N:21]3[CH2:22][CH2:23][O:24][CH2:25][CH2:26]3)=[C:17](/[CH:27]=[CH:28]/[C:29]([NH:58][C:57]3[CH:56]=[CH:55][C:54]([S@:52]([CH2:51][C:50]4[N:46]([CH2:43][CH2:44][CH3:45])[CH:47]=[N:48][CH:49]=4)=[O:53])=[CH:60][CH:59]=3)=[O:30])[CH:16]=2)=[CH:13][CH:14]=1)[CH2:2][CH2:3][CH3:4], predict the reactants needed to synthesize it. The reactants are: [CH2:1]([O:5][CH2:6][CH2:7][O:8][C:9]1[CH:14]=[CH:13][C:12]([C:15]2[CH:20]=[CH:19][C:18]([N:21]3[CH2:26][CH2:25][O:24][CH2:23][CH2:22]3)=[C:17](/[CH:27]=[CH:28]/[C:29](O)=[O:30])[CH:16]=2)=[CH:11][CH:10]=1)[CH2:2][CH2:3][CH3:4].CN(C=O)C.C(Cl)(=O)C(Cl)=O.[CH2:43]([N:46]1[C:50]([CH2:51][S@@:52]([C:54]2[CH:60]=[CH:59][C:57]([NH2:58])=[CH:56][CH:55]=2)=[O:53])=[CH:49][N:48]=[CH:47]1)[CH2:44][CH3:45]. (2) Given the product [CH:26]([NH:29][CH2:2][CH2:3][CH2:4][N:5]1[C:13]2[CH:12]=[CH:11][N:10]=[C:9]([NH2:14])[C:8]=2[N:7]=[C:6]1[S:15][C:16]1[C:25]2[C:20](=[CH:21][CH:22]=[CH:23][CH:24]=2)[CH:19]=[CH:18][CH:17]=1)([CH3:28])[CH3:27], predict the reactants needed to synthesize it. The reactants are: Br[CH2:2][CH2:3][CH2:4][N:5]1[C:13]2[CH:12]=[CH:11][N:10]=[C:9]([NH2:14])[C:8]=2[N:7]=[C:6]1[S:15][C:16]1[C:25]2[C:20](=[CH:21][CH:22]=[CH:23][CH:24]=2)[CH:19]=[CH:18][CH:17]=1.[CH:26]([NH2:29])([CH3:28])[CH3:27]. (3) Given the product [Br:14][C:11]1[C:10]([NH2:13])=[CH:9][CH:8]=[C:7]([C:1]2[CH:2]=[CH:3][CH:4]=[CH:5][CH:6]=2)[N:12]=1, predict the reactants needed to synthesize it. The reactants are: [C:1]1([C:7]2[N:12]=[CH:11][C:10]([NH2:13])=[CH:9][CH:8]=2)[CH:6]=[CH:5][CH:4]=[CH:3][CH:2]=1.[Br:14]N1C(=O)CCC1=O. (4) The reactants are: Br[C:2]1[CH:3]=[CH:4][C:5]([CH3:9])=[C:6]([OH:8])[CH:7]=1.C([Li])CCC.[CH3:15][Si:16](Cl)([CH3:18])[CH3:17].O. Given the product [CH3:9][C:5]1[CH:4]=[CH:3][C:2]([Si:16]([CH3:18])([CH3:17])[CH3:15])=[CH:7][C:6]=1[O:8][Si:16]([CH3:18])([CH3:17])[CH3:15], predict the reactants needed to synthesize it. (5) Given the product [CH2:23]([N:25]1[CH:29]=[C:28]([C:2]2[CH:3]=[CH:4][C:5]3[N:11]4[CH2:12][C@H:8]([CH2:9][CH2:10]4)[N:7]([C:13]([NH:15][C:16]4[CH:21]=[N:20][CH:19]=[CH:18][N:17]=4)=[O:14])[C:6]=3[N:22]=2)[CH:27]=[N:26]1)[CH3:24], predict the reactants needed to synthesize it. The reactants are: Cl[C:2]1[CH:3]=[CH:4][C:5]2[N:11]3[CH2:12][C@H:8]([CH2:9][CH2:10]3)[N:7]([C:13]([NH:15][C:16]3[CH:21]=[N:20][CH:19]=[CH:18][N:17]=3)=[O:14])[C:6]=2[N:22]=1.[CH2:23]([N:25]1[CH:29]=[C:28](B2OC(C)(C)C(C)(C)O2)[CH:27]=[N:26]1)[CH3:24].P([O-])(O)(O)=O.[K+].O. (6) The reactants are: [CH2:1]([O:3][C:4](=[O:39])[C:5]1[CH:10]=[CH:9][C:8]([NH:11][C:12](=[O:38])[CH:13]([N:20]2[C:24]3[CH:25]=[C:26](F)[C:27](F)=[CH:28][C:23]=3[N:22]=[C:21]2[C:31]2[CH:36]=[CH:35][C:34]([Cl:37])=[CH:33][CH:32]=2)[CH:14]2[CH2:19][CH2:18][CH2:17][CH2:16][CH2:15]2)=[CH:7][CH:6]=1)C.[Cl:40]C1C=CC(C2N(C(C3CCCCC3)C(O)=O)C3C=CC=CC=3N=2)=CC=1.NC1C=CC(C(O)=O)=CC=1Cl. Given the product [CH3:1][O:3][C:4](=[O:39])[C:5]1[CH:6]=[CH:7][C:8]([NH:11][C:12](=[O:38])[CH:13]([N:20]2[C:24]3[CH:25]=[CH:26][CH:27]=[CH:28][C:23]=3[N:22]=[C:21]2[C:31]2[CH:32]=[CH:33][C:34]([Cl:37])=[CH:35][CH:36]=2)[CH:14]2[CH2:19][CH2:18][CH2:17][CH2:16][CH2:15]2)=[C:9]([Cl:40])[CH:10]=1, predict the reactants needed to synthesize it.